This data is from Peptide-MHC class II binding affinity with 134,281 pairs from IEDB. The task is: Regression. Given a peptide amino acid sequence and an MHC pseudo amino acid sequence, predict their binding affinity value. This is MHC class II binding data. The peptide sequence is RGKVVLIDFWAYPCI. The binding affinity (normalized) is 0.383. The MHC is HLA-DPA10301-DPB10402 with pseudo-sequence HLA-DPA10301-DPB10402.